Dataset: NCI-60 drug combinations with 297,098 pairs across 59 cell lines. Task: Regression. Given two drug SMILES strings and cell line genomic features, predict the synergy score measuring deviation from expected non-interaction effect. (1) Drug 1: C1CC(C1)(C2=CC=C(C=C2)C3=C(C=C4C(=N3)C=CN5C4=NNC5=O)C6=CC=CC=C6)N. Drug 2: CC(C)(C#N)C1=CC=C(C=C1)N2C3=C4C=C(C=CC4=NC=C3N(C2=O)C)C5=CC6=CC=CC=C6N=C5. Cell line: SW-620. Synergy scores: CSS=61.0, Synergy_ZIP=6.52, Synergy_Bliss=5.04, Synergy_Loewe=-15.5, Synergy_HSA=9.82. (2) Drug 1: CC1=C2C(C(=O)C3(C(CC4C(C3C(C(C2(C)C)(CC1OC(=O)C(C(C5=CC=CC=C5)NC(=O)OC(C)(C)C)O)O)OC(=O)C6=CC=CC=C6)(CO4)OC(=O)C)OC)C)OC. Drug 2: C(=O)(N)NO. Cell line: IGROV1. Synergy scores: CSS=15.0, Synergy_ZIP=-10.4, Synergy_Bliss=-14.2, Synergy_Loewe=-37.9, Synergy_HSA=-11.8.